The task is: Predict the reactants needed to synthesize the given product.. This data is from Full USPTO retrosynthesis dataset with 1.9M reactions from patents (1976-2016). (1) Given the product [CH3:30][CH:29]([CH2:31][C@@H:32]([N:44]([CH3:45])[CH3:46])[C:33]1([C:37]2[CH:42]=[CH:41][C:40]([Cl:43])=[CH:39][CH:38]=2)[CH2:34][CH2:35][CH2:36]1)[CH3:28], predict the reactants needed to synthesize it. The reactants are: C1C=CC(C(O[C@H](C(O)=O)[C@H](OC(C2C=CC=CC=2)=O)C(O)=O)=O)=CC=1.O.[CH3:28][CH:29]([CH2:31][C@H:32]([N:44]([CH3:46])[CH3:45])[C:33]1([C:37]2[CH:42]=[CH:41][C:40]([Cl:43])=[CH:39][CH:38]=2)[CH2:36][CH2:35][CH2:34]1)[CH3:30].C(=O)(O)[O-].[Na+]. (2) Given the product [CH3:21][C@H:19]1[CH2:20][C:15]2[O:14][CH:13]=[C:12]([CH3:11])[C:16]=2[CH2:17][CH2:18]1, predict the reactants needed to synthesize it. The reactants are: CC1CC[C@H](C(C)=C)CC=1.[CH3:11][C:12]1[C:16]2[CH2:17][CH2:18][CH:19]([CH3:21])[CH2:20][C:15]=2[O:14][CH:13]=1. (3) Given the product [CH3:7][C:6]([C@H:8]1[C@@H:12]2[C@@H:13]3[C@@:26]([CH3:29])([CH2:27][CH2:28][C@@:11]2([C:35]([OH:3])=[O:36])[CH2:10][CH2:9]1)[C@@:25]1([CH3:30])[C@@H:16]([C@:17]2([CH3:34])[C@@H:22]([CH2:23][CH2:24]1)[C:21]([CH3:32])([CH3:31])[C:20](=[O:33])[CH2:19][CH2:18]2)[CH2:15][CH2:14]3)=[CH2:5], predict the reactants needed to synthesize it. The reactants are: CC(C)=[O:3].[CH3:5][C:6]([C@H:8]1[C@@H:12]2[C@@H:13]3[C@@:26]([CH3:29])([CH2:27][CH2:28][C@@:11]2([CH2:35][OH:36])[CH2:10][CH2:9]1)[C@@:25]1([CH3:30])[C@@H:16]([C@:17]2([CH3:34])[C@@H:22]([CH2:23][CH2:24]1)[C:21]([CH3:32])([CH3:31])[C@@H:20]([OH:33])[CH2:19][CH2:18]2)[CH2:15][CH2:14]3)=[CH2:7]. (4) Given the product [C:1]([OH:4])(=[O:3])[CH3:2].[C:1]([O:4][CH2:5][CH3:6])(=[O:3])[CH3:2], predict the reactants needed to synthesize it. The reactants are: [C:1]([O:4][CH2:5][CH3:6])(=[O:3])[CH3:2]. (5) Given the product [CH2:1]([O:8][C:9]1[CH:18]=[C:17]2[C:12]([C:13]([O:19][C:20]3[CH:25]=[CH:24][C:23]([NH:26][C:44]([NH:43][C:37]4[CH:42]=[CH:41][CH:40]=[CH:39][CH:38]=4)=[O:45])=[C:22]([F:27])[CH:21]=3)=[CH:14][CH:15]=[N:16]2)=[CH:11][C:10]=1[C:28]#[N:29])[C:2]1[CH:7]=[CH:6][CH:5]=[CH:4][CH:3]=1, predict the reactants needed to synthesize it. The reactants are: [CH2:1]([O:8][C:9]1[CH:18]=[C:17]2[C:12]([C:13]([O:19][C:20]3[CH:25]=[CH:24][C:23]([NH2:26])=[C:22]([F:27])[CH:21]=3)=[CH:14][CH:15]=[N:16]2)=[CH:11][C:10]=1[C:28]#[N:29])[C:2]1[CH:7]=[CH:6][CH:5]=[CH:4][CH:3]=1.C1(C)C=CC=CC=1.[C:37]1([N:43]=[C:44]=[O:45])[CH:42]=[CH:41][CH:40]=[CH:39][CH:38]=1. (6) Given the product [CH3:15][O:16][C:17]1[CH:22]=[C:21]([N+:23]([O-:25])=[O:24])[CH:20]=[CH:19][C:18]=1[O:26][CH2:48][CH2:47][S:46][C:27]([C:34]1[CH:39]=[CH:38][CH:37]=[CH:36][CH:35]=1)([C:28]1[CH:29]=[CH:30][CH:31]=[CH:32][CH:33]=1)[C:40]1[CH:45]=[CH:44][CH:43]=[CH:42][CH:41]=1, predict the reactants needed to synthesize it. The reactants are: CC(OC(/N=N/C(OC(C)C)=O)=O)C.[CH3:15][O:16][C:17]1[CH:22]=[C:21]([N+:23]([O-:25])=[O:24])[CH:20]=[CH:19][C:18]=1[OH:26].[C:27]([S:46][CH2:47][CH2:48]O)([C:40]1[CH:45]=[CH:44][CH:43]=[CH:42][CH:41]=1)([C:34]1[CH:39]=[CH:38][CH:37]=[CH:36][CH:35]=1)[C:28]1[CH:33]=[CH:32][CH:31]=[CH:30][CH:29]=1.C1C=CC(P(C2C=CC=CC=2)C2C=CC=CC=2)=CC=1.